Dataset: Catalyst prediction with 721,799 reactions and 888 catalyst types from USPTO. Task: Predict which catalyst facilitates the given reaction. Reactant: C(OC(=O)[NH:7][C@@H:8]([CH2:23][O:24]CC1C=CC=CC=1)[CH2:9][O:10][CH2:11][C:12](=O)[C:13]1[CH:18]=[C:17]([F:19])[C:16]([F:20])=[C:15]([F:21])[CH:14]=1)(C)(C)C. Product: [F:21][C:15]1[CH:14]=[C:13]([C@H:12]2[NH:7][C@@H:8]([CH2:23][OH:24])[CH2:9][O:10][CH2:11]2)[CH:18]=[C:17]([F:19])[C:16]=1[F:20]. The catalyst class is: 601.